From a dataset of Full USPTO retrosynthesis dataset with 1.9M reactions from patents (1976-2016). Predict the reactants needed to synthesize the given product. (1) Given the product [CH3:11][C:1]1([CH3:6])[O:17][CH2:16][C:14](=[O:15])[CH2:13][O:12]1, predict the reactants needed to synthesize it. The reactants are: [C:1]1([CH3:11])[CH:6]=CC(S(O)(=O)=O)=CC=1.[OH:12][CH2:13][C:14]([CH2:16][OH:17])=[O:15]. (2) The reactants are: Cl.[NH2:2][CH2:3][C@H:4]1[CH2:9][CH2:8][C@H:7]([NH:10][C:11](=[O:17])[O:12][C:13]([CH3:16])([CH3:15])[CH3:14])[CH2:6][CH2:5]1.F[C:19]1[CH:24]=[CH:23][C:22]([S:25]([NH2:28])(=[O:27])=[O:26])=[CH:21][C:20]=1[N+:29]([O-:31])=[O:30].C(N(C(C)C)CC)(C)C. Given the product [N+:29]([C:20]1[CH:21]=[C:22]([S:25](=[O:27])(=[O:26])[NH2:28])[CH:23]=[CH:24][C:19]=1[NH:2][CH2:3][C@H:4]1[CH2:5][CH2:6][C@H:7]([NH:10][C:11](=[O:17])[O:12][C:13]([CH3:14])([CH3:16])[CH3:15])[CH2:8][CH2:9]1)([O-:31])=[O:30], predict the reactants needed to synthesize it. (3) The reactants are: [CH2:1]([N:8]1[CH2:13][CH2:12][CH2:11][C@@H:10]([NH:14]C(=O)OC(C)(C)C)[CH2:9]1)[C:2]1[CH:7]=[CH:6][CH:5]=[CH:4][CH:3]=1.[ClH:22].CO. Given the product [ClH:22].[CH2:1]([N:8]1[CH2:13][CH2:12][CH2:11][C@@H:10]([NH2:14])[CH2:9]1)[C:2]1[CH:3]=[CH:4][CH:5]=[CH:6][CH:7]=1, predict the reactants needed to synthesize it. (4) The reactants are: [CH2:1]([O:3][C:4](=[O:18])[CH2:5][C:6](=O)[CH2:7][C:8]1[CH:13]=[C:12]([F:14])[C:11]([F:15])=[CH:10][C:9]=1[F:16])[CH3:2].C([O-])(=O)C.[NH4+:23].CCCCCC. Given the product [CH2:1]([O:3][C:4](=[O:18])[CH:5]=[C:6]([NH2:23])[CH2:7][C:8]1[CH:13]=[C:12]([F:14])[C:11]([F:15])=[CH:10][C:9]=1[F:16])[CH3:2], predict the reactants needed to synthesize it. (5) Given the product [C:34]([O:33][C:31](=[O:32])[N:17]([CH:15]([C:7]1[CH:8]=[C:9]([N+:12]([O-:14])=[O:13])[CH:10]=[CH:11][C:6]=1[O:5][C:4]1[CH:19]=[CH:20][C:21]([Cl:22])=[C:2]([Cl:1])[CH:3]=1)[CH3:16])[CH3:18])([CH3:35])([CH3:36])[CH3:37], predict the reactants needed to synthesize it. The reactants are: [Cl:1][C:2]1[CH:3]=[C:4]([CH:19]=[CH:20][C:21]=1[Cl:22])[O:5][C:6]1[CH:11]=[CH:10][C:9]([N+:12]([O-:14])=[O:13])=[CH:8][C:7]=1[CH:15]([NH:17][CH3:18])[CH3:16].[C:34]([O:33][C:31](O[C:31]([O:33][C:34]([CH3:37])([CH3:36])[CH3:35])=[O:32])=[O:32])([CH3:37])([CH3:36])[CH3:35].C(N(CC)CC)C. (6) The reactants are: [Cl:1][C:2]1[C:7]2[C:8](=O)[N:9](CC3C=CC(OC)=CC=3OC)[CH:10]([CH3:11])[C:6]=2[C:5]([F:24])=[C:4]([Cl:25])[N:3]=1.C([SiH](CC)CC)C. Given the product [Cl:1][C:2]1[C:7]2[CH:8]=[N:9][CH:10]([CH3:11])[C:6]=2[C:5]([F:24])=[C:4]([Cl:25])[N:3]=1, predict the reactants needed to synthesize it.